From a dataset of Peptide-MHC class I binding affinity with 185,985 pairs from IEDB/IMGT. Regression. Given a peptide amino acid sequence and an MHC pseudo amino acid sequence, predict their binding affinity value. This is MHC class I binding data. The peptide sequence is SHLECRTFF. The MHC is HLA-B15:01 with pseudo-sequence HLA-B15:01. The binding affinity (normalized) is 0.0847.